Task: Predict the reactants needed to synthesize the given product.. Dataset: Full USPTO retrosynthesis dataset with 1.9M reactions from patents (1976-2016) (1) Given the product [CH3:1][O:2][C:3]([C@@H:5]1[CH2:9][C@@H:8]([S:10]([CH3:13])(=[O:12])=[O:11])[CH2:7][N:6]1[C:14]1[N:23]([CH2:22][C:21]([F:26])([F:25])[F:20])[N:24]=[C:16]([CH3:17])[CH:15]=1)=[O:4], predict the reactants needed to synthesize it. The reactants are: [CH3:1][O:2][C:3]([C@@H:5]1[CH2:9][C@@H:8]([S:10]([CH3:13])(=[O:12])=[O:11])[CH2:7][N:6]1[C:14](=S)[CH2:15][C:16](=O)[CH3:17])=[O:4].[F:20][C:21]([F:26])([F:25])[CH2:22][NH:23][NH2:24]. (2) Given the product [CH3:1][NH:2][CH2:3][C@@H:4]([NH:13][C:14](=[O:20])[O:15][C:16]([CH3:19])([CH3:18])[CH3:17])[CH2:5][CH:6]1[CH2:11][CH2:10][CH:9]([CH3:12])[CH2:8][CH2:7]1, predict the reactants needed to synthesize it. The reactants are: [CH3:1][NH:2][C:3](=O)[C@@H:4]([NH:13][C:14](=[O:20])[O:15][C:16]([CH3:19])([CH3:18])[CH3:17])[CH2:5][CH:6]1[CH2:11][CH2:10][CH:9]([CH3:12])[CH2:8][CH2:7]1.[H-].[H-].[H-].[H-].[Li+].[Al+3].O.O.O.O.O.O.O.O.O.O.S([O-])([O-])(=O)=O.[Na+].[Na+].